From a dataset of Peptide-MHC class II binding affinity with 134,281 pairs from IEDB. Regression. Given a peptide amino acid sequence and an MHC pseudo amino acid sequence, predict their binding affinity value. This is MHC class II binding data. (1) The peptide sequence is MAKLLGRDPEQSQEAL. The MHC is DRB1_0701 with pseudo-sequence DRB1_0701. The binding affinity (normalized) is 0.526. (2) The binding affinity (normalized) is 0.326. The peptide sequence is VKLSALTLKGTSYKI. The MHC is DRB4_0101 with pseudo-sequence DRB4_0103.